From a dataset of Reaction yield outcomes from USPTO patents with 853,638 reactions. Predict the reaction yield, written as a fraction of the theoretical maximum amount of product (1.0 means a 100% yield; for example, 0.34 means a 34% yield). The reactants are [OH:1][CH2:2][C@:3]([OH:20])([CH3:19])[C:4](=[O:18])[C@@H:5]([NH:10][C:11](=[O:17])[O:12][C:13]([CH3:16])([CH3:15])[CH3:14])[CH2:6][CH:7]([CH3:9])[CH3:8].Cl[S:22]([C:25]1[C:42]([CH3:43])=[CH:41][C:28]([O:29][CH2:30][C:31]([O:33][CH2:34][C:35]2[CH:40]=[CH:39][CH:38]=[CH:37][CH:36]=2)=[O:32])=[CH:27][C:26]=1[CH3:44])(=[O:24])=[O:23].CCN(CC)CC. The catalyst is C(Cl)Cl.CN(C1C=CN=CC=1)C. The product is [C:13]([O:12][C:11]([NH:10][C@@H:5]([CH2:6][CH:7]([CH3:9])[CH3:8])[C:4](=[O:18])[C@@:3]([OH:20])([CH3:19])[CH2:2][O:1][S:22]([C:25]1[C:26]([CH3:44])=[CH:27][C:28]([O:29][CH2:30][C:31]([O:33][CH2:34][C:35]2[CH:36]=[CH:37][CH:38]=[CH:39][CH:40]=2)=[O:32])=[CH:41][C:42]=1[CH3:43])(=[O:24])=[O:23])=[O:17])([CH3:14])([CH3:16])[CH3:15]. The yield is 0.348.